Dataset: Full USPTO retrosynthesis dataset with 1.9M reactions from patents (1976-2016). Task: Predict the reactants needed to synthesize the given product. (1) Given the product [C:12]([O:15][C:16]([NH:1][N:2]1[CH2:7][CH2:6][N:5]([CH2:8][CH2:9][OH:10])[CH2:4][CH2:3]1)=[O:17])([CH3:14])([CH3:13])[CH3:11], predict the reactants needed to synthesize it. The reactants are: [NH2:1][N:2]1[CH2:7][CH2:6][N:5]([CH2:8][CH2:9][OH:10])[CH2:4][CH2:3]1.[CH3:11][C:12]([O:15][C:16](O[C:16]([O:15][C:12]([CH3:14])([CH3:13])[CH3:11])=[O:17])=[O:17])([CH3:14])[CH3:13].C1COCC1.[Li+].[OH-]. (2) Given the product [F:24][CH2:23][C@@H:2]([NH:1][S:26]([CH3:25])(=[O:28])=[O:27])[C@H:3]([OH:4])[C:5]1[CH:10]=[CH:9][C:8]([C:11]2[CH:16]=[N:15][C:14]([CH2:17][NH:18][S:19]([CH3:22])(=[O:20])=[O:21])=[CH:13][CH:12]=2)=[CH:7][CH:6]=1, predict the reactants needed to synthesize it. The reactants are: [NH2:1][C@H:2]([CH2:23][F:24])[C@@H:3]([C:5]1[CH:10]=[CH:9][C:8]([C:11]2[CH:12]=[CH:13][C:14]([CH2:17][NH:18][S:19]([CH3:22])(=[O:21])=[O:20])=[N:15][CH:16]=2)=[CH:7][CH:6]=1)[OH:4].[CH3:25][S:26](Cl)(=[O:28])=[O:27]. (3) Given the product [OH:2][CH:1]([C:3]1[CH:8]=[CH:7][C:6]([CH:9]2[C:13]3[C:14]([CH3:28])=[C:15]([NH:20][C:21](=[O:27])[CH2:22][C:23]([CH3:24])([CH3:25])[CH3:26])[C:16]([CH3:19])=[C:17]([CH3:18])[C:12]=3[O:11][CH2:10]2)=[CH:5][CH:4]=1)[CH3:29], predict the reactants needed to synthesize it. The reactants are: [CH:1]([C:3]1[CH:8]=[CH:7][C:6]([CH:9]2[C:13]3[C:14]([CH3:28])=[C:15]([NH:20][C:21](=[O:27])[CH2:22][C:23]([CH3:26])([CH3:25])[CH3:24])[C:16]([CH3:19])=[C:17]([CH3:18])[C:12]=3[O:11][CH2:10]2)=[CH:5][CH:4]=1)=[O:2].[CH3:29][Mg]Br. (4) The reactants are: [Cl:1][C:2]1[C:3]([CH2:18][CH3:19])=[C:4]([NH:10][C@H:11]([C@@H:15]([OH:17])[CH3:16])[C:12]([OH:14])=O)[CH:5]=[CH:6][C:7]=1[C:8]#[N:9].[C:20]([C:22]1[CH:31]=[CH:30][C:25]([C:26]([NH:28][NH2:29])=[O:27])=[CH:24][CH:23]=1)#[N:21].O.ON1C2C=CC=CC=2N=N1.Cl.CN(C)CCCN=C=NCC.C(N(CC)CC)C. Given the product [Cl:1][C:2]1[C:3]([CH2:18][CH3:19])=[C:4]([NH:10][C@H:11]([C@@H:15]([OH:17])[CH3:16])[C:12]([NH:29][NH:28][C:26](=[O:27])[C:25]2[CH:24]=[CH:23][C:22]([C:20]#[N:21])=[CH:31][CH:30]=2)=[O:14])[CH:5]=[CH:6][C:7]=1[C:8]#[N:9], predict the reactants needed to synthesize it. (5) Given the product [F:31][C:32]1[CH:37]=[CH:36][CH:35]=[CH:34][C:33]=1[C:2]1[CH:7]=[CH:6][CH:5]=[CH:4][C:3]=1[S:8][CH2:9][C:10]([N:12]([CH:22]([CH3:24])[CH3:23])[NH:13][C:14](=[O:21])[C:15]1[CH:20]=[CH:19][CH:18]=[CH:17][CH:16]=1)=[O:11], predict the reactants needed to synthesize it. The reactants are: Br[C:2]1[CH:7]=[CH:6][CH:5]=[CH:4][C:3]=1[S:8][CH2:9][C:10]([N:12]([CH:22]([CH3:24])[CH3:23])[NH:13][C:14](=[O:21])[C:15]1[CH:20]=[CH:19][CH:18]=[CH:17][CH:16]=1)=[O:11].C([O-])([O-])=O.[Na+].[Na+].[F:31][C:32]1[CH:37]=[CH:36][CH:35]=[CH:34][C:33]=1B(O)O. (6) Given the product [NH:8]1[CH2:9][CH:10]=[C:11]([C:14]2[CH:41]=[C:17]3[CH2:18][N:19]([C:23]([O:25][CH2:26][C:27]4[CH:32]=[C:31]([C:33]([F:35])([F:34])[F:36])[CH:30]=[C:29]([C:37]([F:38])([F:39])[F:40])[CH:28]=4)=[O:24])[CH2:20][CH2:21][CH2:22][N:16]3[N:15]=2)[CH2:12][CH2:13]1, predict the reactants needed to synthesize it. The reactants are: C(OC([N:8]1[CH2:13][CH:12]=[C:11]([C:14]2[CH:41]=[C:17]3[CH2:18][N:19]([C:23]([O:25][CH2:26][C:27]4[CH:32]=[C:31]([C:33]([F:36])([F:35])[F:34])[CH:30]=[C:29]([C:37]([F:40])([F:39])[F:38])[CH:28]=4)=[O:24])[CH2:20][CH2:21][CH2:22][N:16]3[N:15]=2)[CH2:10][CH2:9]1)=O)(C)(C)C.FC(F)(F)C(O)=O. (7) Given the product [CH3:16][C:13]([C:10]1[CH:9]=[CH:8][C:7]([C:6]([CH2:18][C:19]([C:21]2[CH:26]=[CH:25][C:24]([O:27][CH3:28])=[CH:23][CH:22]=2)=[O:20])=[O:17])=[CH:12][CH:11]=1)([CH3:14])[CH3:15], predict the reactants needed to synthesize it. The reactants are: C[O-].[K+].CO[C:6](=[O:17])[C:7]1[CH:12]=[CH:11][C:10]([C:13]([CH3:16])([CH3:15])[CH3:14])=[CH:9][CH:8]=1.[CH3:18][C:19]([C:21]1[CH:26]=[CH:25][C:24]([O:27][CH3:28])=[CH:23][CH:22]=1)=[O:20].